This data is from Peptide-MHC class II binding affinity with 134,281 pairs from IEDB. The task is: Regression. Given a peptide amino acid sequence and an MHC pseudo amino acid sequence, predict their binding affinity value. This is MHC class II binding data. The peptide sequence is DVPYLTKRQDKLCGS. The MHC is DRB1_1301 with pseudo-sequence DRB1_1301. The binding affinity (normalized) is 0.473.